The task is: Predict the reaction yield, written as a fraction of the theoretical maximum amount of product (1.0 means a 100% yield; for example, 0.34 means a 34% yield).. This data is from Reaction yield outcomes from USPTO patents with 853,638 reactions. (1) The reactants are [C:1]([NH:5][S:6]([C:9]1[CH:10]=[N:11][C:12]([N:15]2[C:19](=[O:20])[C:18]([CH2:21][C:22]3[CH:23]=[N:24][CH:25]=[CH:26][CH:27]=3)=[CH:17][NH:16]2)=[CH:13][CH:14]=1)(=[O:8])=[O:7])([CH3:4])([CH3:3])[CH3:2].[ClH:28]. The catalyst is C(Cl)Cl. The product is [ClH:28].[C:1]([NH:5][S:6]([C:9]1[CH:10]=[N:11][C:12]([N:15]2[C:19](=[O:20])[C:18]([CH2:21][C:22]3[CH:23]=[N:24][CH:25]=[CH:26][CH:27]=3)=[CH:17][NH:16]2)=[CH:13][CH:14]=1)(=[O:8])=[O:7])([CH3:4])([CH3:2])[CH3:3]. The yield is 1.00. (2) The reactants are [OH:1][C:2]([C:50]1[S:51][CH:52]=[CH:53][CH:54]=1)([C:45]1[S:46][CH:47]=[CH:48][CH:49]=1)[C:3]([O:5][C@H:6]1[CH2:11][CH2:10][C@H:9]([N:12]([CH2:14][CH2:15][N:16]2[C:20]3[CH:21]=[CH:22][C:23]([CH2:25][O:26][Si](C(C)(C)C)(C4C=CC=CC=4)C4C=CC=CC=4)=[CH:24][C:19]=3[O:18][C:17]2=[O:44])[CH3:13])[CH2:8][CH2:7]1)=[O:4].F.F.F.C(N(CC)CC)C.C(=O)(O)[O-].[Na+].C(Cl)(Cl)Cl. The catalyst is C1COCC1.CCO. The product is [OH:1][C:2]([C:45]1[S:46][CH:47]=[CH:48][CH:49]=1)([C:50]1[S:51][CH:52]=[CH:53][CH:54]=1)[C:3]([O:5][C@H:6]1[CH2:11][CH2:10][C@H:9]([N:12]([CH2:14][CH2:15][N:16]2[C:20]3[CH:21]=[CH:22][C:23]([CH2:25][OH:26])=[CH:24][C:19]=3[O:18][C:17]2=[O:44])[CH3:13])[CH2:8][CH2:7]1)=[O:4]. The yield is 0.700.